From a dataset of Forward reaction prediction with 1.9M reactions from USPTO patents (1976-2016). Predict the product of the given reaction. (1) Given the reactants [CH3:1][N:2]([CH3:12])[CH2:3][CH2:4][CH2:5][N:6]1[CH2:11][CH2:10][NH:9][CH2:8][CH2:7]1.[ClH:13].[CH2:14]([O:16][C:17]1[CH:18]=[C:19]([C:26]2[C@@H:35]3[C@@H:30]([CH2:31][CH:32]=[CH:33][CH2:34]3)[C:29](=[O:36])[N:28]([C:37]3[CH:42]=[CH:41][C:40]([C:43](N4CCN(C5C=CC=CC=5)CC4)=[O:44])=[CH:39][CH:38]=3)[N:27]=2)[CH:20]=[CH:21][C:22]=1[O:23][CH2:24][CH3:25])[CH3:15], predict the reaction product. The product is: [ClH:13].[ClH:13].[CH2:14]([O:16][C:17]1[CH:18]=[C:19]([C:26]2[C@@H:35]3[C@@H:30]([CH2:31][CH:32]=[CH:33][CH2:34]3)[C:29](=[O:36])[N:28]([C:37]3[CH:38]=[CH:39][C:40]([C:43]([N:9]4[CH2:8][CH2:7][N:6]([CH2:5][CH2:4][CH2:3][N:2]([CH3:1])[CH3:12])[CH2:11][CH2:10]4)=[O:44])=[CH:41][CH:42]=3)[N:27]=2)[CH:20]=[CH:21][C:22]=1[O:23][CH2:24][CH3:25])[CH3:15]. (2) The product is: [O:17]1[CH2:16][CH2:5][CH2:4][C@@H:3]1[CH2:2][N:8]1[N:7]=[C:6]([C:3]2([C:2]([F:1])([F:12])[F:13])[CH2:5][CH2:4]2)[S:10][C:9]1=[NH:11]. Given the reactants [F:1][C:2]([F:13])([F:12])[C:3]1([C:6]2[S:10][C:9]([NH2:11])=[N:8][N:7]=2)[CH2:5][CH2:4]1.CN(C)[CH:16]=[O:17], predict the reaction product. (3) Given the reactants [CH3:1][C:2]([CH3:20])([CH2:8][O:9][Si:10]([CH:17]([CH3:19])[CH3:18])([CH:14]([CH3:16])[CH3:15])[CH:11]([CH3:13])[CH3:12])[C:3](=O)[CH2:4][C:5]#[N:6].[OH-:21].[Na+].S(O)(O)(=O)=O.[NH2:28]O, predict the reaction product. The product is: [CH3:1][C:2]([C:3]1[CH:4]=[C:5]([NH2:6])[O:21][N:28]=1)([CH3:20])[CH2:8][O:9][Si:10]([CH:17]([CH3:19])[CH3:18])([CH:14]([CH3:16])[CH3:15])[CH:11]([CH3:13])[CH3:12]. (4) The product is: [N+:12]([C:8]1[CH:9]=[CH:10][CH:11]=[C:4]([O:20][CH2:19][C:18]2[CH:21]=[CH:22][CH:23]=[CH:24][C:17]=2[O:16][CH3:15])[C:5]=1[C:6]#[N:7])([O-:14])=[O:13]. Given the reactants [N+]([C:4]1[CH:11]=[CH:10][CH:9]=[C:8]([N+:12]([O-:14])=[O:13])[C:5]=1[C:6]#[N:7])([O-])=O.[CH3:15][O:16][C:17]1[CH:24]=[CH:23][CH:22]=[CH:21][C:18]=1[CH2:19][OH:20], predict the reaction product. (5) Given the reactants [Br:1][C:2]1[CH:7]=[C:6]([C:8]([F:11])([F:10])[F:9])[CH:5]=[C:4](F)[CH:3]=1.[NH:13]1[CH2:18][CH2:17][NH:16][CH2:15][CH2:14]1.O, predict the reaction product. The product is: [Br:1][C:2]1[CH:3]=[C:4]([N:13]2[CH2:18][CH2:17][NH:16][CH2:15][CH2:14]2)[CH:5]=[C:6]([C:8]([F:11])([F:10])[F:9])[CH:7]=1. (6) Given the reactants [C:1]([O:5][C:6](=[O:21])[NH:7][C:8]1[CH:13]=[C:12]([N:14]2[CH2:18][CH2:17][CH2:16][CH2:15]2)[C:11]([CH3:19])=[CH:10][C:9]=1[NH2:20])([CH3:4])([CH3:3])[CH3:2].C([O:26][C:27](=O)[CH2:28][C:29]([C:31]1[CH:36]=[CH:35][CH:34]=[C:33]([C:37]2[O:41][N:40]=[C:39]([CH3:42])[CH:38]=2)[CH:32]=1)=[O:30])(C)(C)C, predict the reaction product. The product is: [C:1]([O:5][C:6](=[O:21])[NH:7][C:8]1[CH:13]=[C:12]([N:14]2[CH2:15][CH2:16][CH2:17][CH2:18]2)[C:11]([CH3:19])=[CH:10][C:9]=1[NH:20][C:27](=[O:26])[CH2:28][C:29]([C:31]1[CH:36]=[CH:35][CH:34]=[C:33]([C:37]2[O:41][N:40]=[C:39]([CH3:42])[CH:38]=2)[CH:32]=1)=[O:30])([CH3:4])([CH3:2])[CH3:3]. (7) Given the reactants [H-].[Na+].[Br:3][C:4]1[CH:5]=[C:6]2[C:10](=[CH:11][C:12]=1[F:13])[NH:9][CH:8]=[CH:7]2.Br[CH2:15][C:16]([O:18][CH2:19][CH3:20])=[O:17], predict the reaction product. The product is: [CH2:19]([O:18][C:16](=[O:17])[CH2:15][N:9]1[C:10]2[C:6](=[CH:5][C:4]([Br:3])=[C:12]([F:13])[CH:11]=2)[CH:7]=[CH:8]1)[CH3:20].